This data is from Forward reaction prediction with 1.9M reactions from USPTO patents (1976-2016). The task is: Predict the product of the given reaction. (1) Given the reactants [Cl:1][C:2]1[CH:7]=[CH:6][C:5]([C@H:8]2[C@H:13]([OH:14])[C@@H:12]([OH:15])[C@H:11]([OH:16])[C@@H:10]([CH2:17][OH:18])[O:9]2)=[CH:4][C:3]=1[CH2:19][C:20]1[S:21][C:22]([C:25]2[CH:29]=[CH:28][S:27][CH:26]=2)=[CH:23][N:24]=1.CCN=C=NCCCN(C)C.N1C=CC=CC=1.[CH3:47][O:48][C:49]1[CH:50]=[C:51]([CH:55]=[CH:56][C:57]=1[O:58][CH3:59])[C:52](O)=[O:53], predict the reaction product. The product is: [CH3:47][O:48][C:49]1[CH:50]=[C:51]([CH:55]=[CH:56][C:57]=1[O:58][CH3:59])[C:52]([O:18][CH2:17][C@@H:10]1[C@@H:11]([OH:16])[C@H:12]([OH:15])[C@@H:13]([OH:14])[C@H:8]([C:5]2[CH:6]=[CH:7][C:2]([Cl:1])=[C:3]([CH2:19][C:20]3[S:21][C:22]([C:25]4[CH:29]=[CH:28][S:27][CH:26]=4)=[CH:23][N:24]=3)[CH:4]=2)[O:9]1)=[O:53]. (2) The product is: [F:24][C:19]1[CH:20]=[CH:21][CH:22]=[CH:23][C:18]=1[CH2:17][N:14]1[C:12]2[N:13]=[C:8]([NH2:7])[N:9]=[C:10]([C:25]3[O:26][CH:27]=[CH:28][CH:29]=3)[C:11]=2[CH:16]=[CH:15]1. Given the reactants COC1C=C(C=CC=1OC)C[NH:7][C:8]1[N:9]=[C:10]([C:25]2[O:26][CH:27]=[CH:28][CH:29]=2)[C:11]2[CH:16]=[CH:15][N:14]([CH2:17][C:18]3[CH:23]=[CH:22][CH:21]=[CH:20][C:19]=3[F:24])[C:12]=2[N:13]=1, predict the reaction product. (3) Given the reactants [CH:1]1[C:6]([OH:7])=[CH:5][C:4]2[O:8][C:9]3[C:15](=[N+:16]([O-])[C:3]=2[CH:2]=1)[CH:14]=[CH:13][C:11](=[O:12])[CH:10]=3, predict the reaction product. The product is: [OH:7][C:6]1[CH:5]=[C:4]2[C:3](=[CH:2][CH:1]=1)[N:16]=[C:15]1[C:9](=[CH:10][C:11](=[O:12])[C:13]([CH2:4][CH2:5][CH2:6][OH:7])=[CH:14]1)[O:8]2.